Task: Predict the reactants needed to synthesize the given product.. Dataset: Full USPTO retrosynthesis dataset with 1.9M reactions from patents (1976-2016) (1) Given the product [O:22]1[CH:23]=[CH:24][CH:25]=[C:21]1[C:11]1[C:12]2[CH2:13][CH2:14][C:15]([CH3:20])([CH3:19])[CH2:16][C:17]=2[C:18]2[C:6]3[C:7](=[C:2]([NH:34][CH2:33][CH2:32][N:26]4[CH2:31][CH2:30][O:29][CH2:28][CH2:27]4)[N:3]=[CH:4][N:5]=3)[S:8][C:9]=2[N:10]=1, predict the reactants needed to synthesize it. The reactants are: Cl[C:2]1[C:7]2[S:8][C:9]3[N:10]=[C:11]([C:21]4[O:22][CH:23]=[CH:24][CH:25]=4)[C:12]4[CH2:13][CH2:14][C:15]([CH3:20])([CH3:19])[CH2:16][C:17]=4[C:18]=3[C:6]=2[N:5]=[CH:4][N:3]=1.[N:26]1([CH2:32][CH2:33][NH2:34])[CH2:31][CH2:30][O:29][CH2:28][CH2:27]1. (2) Given the product [F:21][C:22]([F:36])([F:35])[C:23]1[C:14]2[CH2:19][CH2:18][CH2:17][CH2:16][C:15]=2[NH:38][N:37]=1, predict the reactants needed to synthesize it. The reactants are: CC1C(C)=C(C)[SiH](C)[SiH-](C)(C)C=1.[Li+].[C:14]1(=O)[CH2:19][CH2:18][CH2:17][CH2:16][CH2:15]1.[F:21][C:22]([F:36])([F:35])[C:23](OC1C=CC([N+]([O-])=O)=CC=1)=O.[NH2:37][NH2:38].Cl. (3) Given the product [CH2:4]([O:3]/[CH:1]=[CH:2]/[C:53]1[S:57][C:56]([C:58]2[CH:59]=[N:60][N:61]([CH3:67])[C:62]=2[C:63]([O:65][CH3:66])=[O:64])=[N:55][C:54]=1[CH3:68])[CH3:5], predict the reactants needed to synthesize it. The reactants are: [CH2:1]([O:3]/[CH:4]=[CH:5]/B1OC(C)(C)C(C)(C)O1)[CH3:2].P([O-])([O-])([O-])=O.[K+].[K+].[K+].C1(P(C2CCCCC2)C2C=CC=CC=2C2C(OC)=CC=CC=2OC)CCCCC1.Br[C:53]1[S:57][C:56]([C:58]2[CH:59]=[N:60][N:61]([CH3:67])[C:62]=2[C:63]([O:65][CH3:66])=[O:64])=[N:55][C:54]=1[CH3:68].C(=O)([O-])O.[Na+]. (4) Given the product [CH2:23]1[CH2:1][O:2][C:3]2([CH2:20][CH2:19][C:18]3[C:17]4[C@H:8]([C@H:9]5[C@@:13]([CH2:15][CH:16]=4)([CH3:14])[C@:12]([OH:21])([C:26]([F:29])([F:28])[C:25]([F:31])([F:30])[F:24])[CH2:11][CH2:10]5)[CH2:7][CH2:6][C:5]=3[CH2:4]2)[O:22]1, predict the reactants needed to synthesize it. The reactants are: [CH2:1]1[CH2:23][O:22][C:3]2([CH2:20][CH2:19][C:18]3[C:17]4[C@H:8]([C@H:9]5[C@@:13]([CH2:15][CH:16]=4)([CH3:14])[C:12](=[O:21])[CH2:11][CH2:10]5)[CH2:7][CH2:6][C:5]=3[CH2:4]2)[O:2]1.[F:24][C:25]([F:31])([F:30])[C:26]([F:29])([F:28])I.[Br-].[Li+].C[Li]. (5) The reactants are: [CH3:1][C:2]1[C:7](/[CH:8]=[C:9](\[CH2:13][CH2:14][CH2:15][CH3:16])/[C:10]([OH:12])=[O:11])=[C:6]([O:17]C)[C:5]([O:19][CH3:20])=[C:4]([O:21][CH3:22])[C:3]=1[O:23]C. Given the product [CH3:22][O:21][C:4]1[C:3](=[O:23])[C:2]([CH3:1])=[C:7](/[CH:8]=[C:9](\[CH2:13][CH2:14][CH2:15][CH3:16])/[C:10]([OH:12])=[O:11])[C:6](=[O:17])[C:5]=1[O:19][CH3:20], predict the reactants needed to synthesize it. (6) Given the product [Br:1][C:2]1[N:7]=[C:6]([CH2:8][N:9]([CH3:10])[C:43]([C:42]2[CH:41]=[CH:40][C:39]([CH2:38][C@H:19]3[CH2:20][CH2:21][C@@H:22]([C@H:23]([O:30][Si:31]([C:34]([CH3:37])([CH3:36])[CH3:35])([CH3:32])[CH3:33])[C:24]4[CH:29]=[CH:28][CH:27]=[CH:26][CH:25]=4)[N:18]3[C:16]([O:15][C:11]([CH3:12])([CH3:13])[CH3:14])=[O:17])=[CH:47][CH:46]=2)=[O:44])[CH:5]=[CH:4][CH:3]=1, predict the reactants needed to synthesize it. The reactants are: [Br:1][C:2]1[N:7]=[C:6]([CH2:8][NH:9][CH3:10])[CH:5]=[CH:4][CH:3]=1.[C:11]([O:15][C:16]([N:18]1[C@@H:22]([C@H:23]([O:30][Si:31]([C:34]([CH3:37])([CH3:36])[CH3:35])([CH3:33])[CH3:32])[C:24]2[CH:29]=[CH:28][CH:27]=[CH:26][CH:25]=2)[CH2:21][CH2:20][C@H:19]1[CH2:38][C:39]1[CH:47]=[CH:46][C:42]([C:43](O)=[O:44])=[CH:41][CH:40]=1)=[O:17])([CH3:14])([CH3:13])[CH3:12].CN(C(ON1N=NC2C=CC=NC1=2)=[N+](C)C)C.F[P-](F)(F)(F)(F)F.CCN(C(C)C)C(C)C. (7) Given the product [CH3:35][O:36][C:37]([C:39]1[CH:48]=[C:47]([CH2:49][CH2:50][C:51]2[CH:56]=[CH:55][CH:54]=[CH:53][CH:52]=2)[C:46]2[C:41](=[C:42]([OH:57])[CH:43]=[CH:44][CH:45]=2)[N:40]=1)=[O:38], predict the reactants needed to synthesize it. The reactants are: COC(C1C=C(O)C2C(=C(OCC3C=CC=CC=3)C=C(C#CCOCC3C=CC=CC=3)C=2)N=1)=O.[CH3:35][O:36][C:37]([C:39]1[CH:48]=[C:47]([C:49]#[C:50][C:51]2[CH:56]=[CH:55][CH:54]=[CH:53][CH:52]=2)[C:46]2[C:41](=[C:42]([O:57]CC3C=CC=CC=3)[CH:43]=[CH:44][CH:45]=2)[N:40]=1)=[O:38]. (8) Given the product [Cl:45][C:3]1[C:2]([OH:1])=[C:48]([Cl:49])[C:6]2[CH2:7][N:8]([CH3:33])[C:9](=[O:32])[CH:10]([NH:12][C:13]([N:15]3[CH2:20][CH2:19][CH:18]([N:21]4[CH2:30][C:29]5[C:24](=[CH:25][CH:26]=[CH:27][CH:28]=5)[NH:23][C:22]4=[O:31])[CH2:17][CH2:16]3)=[O:14])[CH2:11][C:5]=2[CH:4]=1, predict the reactants needed to synthesize it. The reactants are: [OH:1][C:2]1[CH:3]=[CH:4][C:5]2[CH2:11][CH:10]([NH:12][C:13]([N:15]3[CH2:20][CH2:19][CH:18]([N:21]4[CH2:30][C:29]5[C:24](=[CH:25][CH:26]=[CH:27][CH:28]=5)[NH:23][C:22]4=[O:31])[CH2:17][CH2:16]3)=[O:14])[C:9](=[O:32])[N:8]([CH3:33])[CH2:7][C:6]=2C=1.CO.CCOCC.S(Cl)([Cl:45])(=O)=O.Cl[CH2:48][Cl:49].